Dataset: Reaction yield outcomes from USPTO patents with 853,638 reactions. Task: Predict the reaction yield, written as a fraction of the theoretical maximum amount of product (1.0 means a 100% yield; for example, 0.34 means a 34% yield). (1) The reactants are Br[C:2]1[CH:20]=[CH:19][C:5]([CH2:6][CH:7]2[CH2:11][CH2:10][N:9]([CH:12]3[CH2:17][CH2:16][CH2:15][CH2:14][CH2:13]3)[C:8]2=[O:18])=[C:4]([O:21][C:22]([F:25])([F:24])[F:23])[CH:3]=1.[CH3:26][O:27][C:28]([C:30]1[CH:35]=[CH:34][C:33](B(O)O)=[CH:32][CH:31]=1)=[O:29].O1CCOCC1.C([O-])(=O)C.[K+]. The catalyst is C1C=CC(P(C2C=CC=CC=2)[C-]2C=CC=C2)=CC=1.C1C=CC(P(C2C=CC=CC=2)[C-]2C=CC=C2)=CC=1.Cl[Pd]Cl.[Fe+2].CS(C)=O. The product is [CH3:26][O:27][C:28]([C:30]1[CH:35]=[CH:34][C:33]([C:2]2[CH:20]=[CH:19][C:5]([CH2:6][CH:7]3[CH2:11][CH2:10][N:9]([CH:12]4[CH2:17][CH2:16][CH2:15][CH2:14][CH2:13]4)[C:8]3=[O:18])=[C:4]([O:21][C:22]([F:25])([F:24])[F:23])[CH:3]=2)=[CH:32][CH:31]=1)=[O:29]. The yield is 0.900. (2) The reactants are Cl([O-])=O.[Na+].S(=O)(=O)(O)N.[CH2:10]([O:17][C:18]1[C:19]([CH:36]=[O:37])=[N:20][CH:21]=[C:22]([C:34]=1[OH:35])[C:23]([NH:25][CH2:26][C:27]1[CH:32]=[CH:31][C:30]([F:33])=[CH:29][CH:28]=1)=[O:24])[C:11]1[CH:16]=[CH:15][CH:14]=[CH:13][CH:12]=1.[OH2:38]. The catalyst is O1CCCC1. The product is [CH2:10]([O:17][C:18]1[C:19]([C:36]([OH:38])=[O:37])=[N:20][CH:21]=[C:22]([C:23](=[O:24])[NH:25][CH2:26][C:27]2[CH:28]=[CH:29][C:30]([F:33])=[CH:31][CH:32]=2)[C:34]=1[OH:35])[C:11]1[CH:16]=[CH:15][CH:14]=[CH:13][CH:12]=1. The yield is 0.900. (3) The reactants are [CH3:1][C:2]([CH3:9])([CH2:6][CH2:7][OH:8])[CH2:3][CH2:4][OH:5].C(N(C(C)C)CC)(C)C.[CH2:30](C(OC(Cl)[CH2:30][C:31]1[CH:36]=[CH:35][CH:34]=[CH:33][CH:32]=1)Cl)[C:31]1[CH:36]=[CH:35][CH:34]=[CH:33][CH:32]=1.[C:38](=O)([O-])[OH:39].[Na+]. The catalyst is ClCCl. The product is [CH2:30]([O:39][CH2:38][O:5][CH2:4][CH2:3][C:2]([CH3:9])([CH3:1])[CH2:6][CH2:7][OH:8])[C:31]1[CH:32]=[CH:33][CH:34]=[CH:35][CH:36]=1. The yield is 0.363. (4) The reactants are [Cl-].C([P+](CCCC)(CCCC)CCCC)C1C=CC=CC=1.Cl[CH2:23][Si:24]([Cl:27])([Cl:26])[Cl:25].[Cl:28][SiH:29]([Cl:31])[Cl:30]. No catalyst specified. The product is [Cl:25][Si:24]([Cl:27])([Cl:26])[CH2:23][Si:29]([Cl:31])([Cl:30])[Cl:28]. The yield is 0.680. (5) The catalyst is ClC(Cl)Cl. The reactants are [C:1]([O:5][CH3:6])(=[O:4])[CH2:2][SH:3].[C:7]1([C:13]([C:21]2[CH:26]=[CH:25][CH:24]=[CH:23][CH:22]=2)([C:15]2[CH:20]=[CH:19][CH:18]=[CH:17][CH:16]=2)O)[CH:12]=[CH:11][CH:10]=[CH:9][CH:8]=1.CCCCCC. The yield is 0.975. The product is [CH3:6][O:5][C:1](=[O:4])[CH:2]([C:13]([C:7]1[CH:12]=[CH:11][CH:10]=[CH:9][CH:8]=1)([C:21]1[CH:22]=[CH:23][CH:24]=[CH:25][CH:26]=1)[C:15]1[CH:16]=[CH:17][CH:18]=[CH:19][CH:20]=1)[SH:3]. (6) The reactants are [C:1]([C:3]1[CH:27]=[CH:26][C:6]([O:7][CH2:8][CH2:9][N:10]([CH2:15][CH2:16][N:17]2[CH2:24][CH:23]3[O:25][CH:19]([CH2:20][NH:21][CH2:22]3)[CH2:18]2)[S:11]([CH3:14])(=[O:13])=[O:12])=[CH:5][CH:4]=1)#[N:2].[N:28]1[CH:33]=[CH:32][CH:31]=[C:30]([CH:34]=O)[CH:29]=1.C(O[BH-](OC(=O)C)OC(=O)C)(=O)C.[Na+]. The product is [C:1]([C:3]1[CH:4]=[CH:5][C:6]([O:7][CH2:8][CH2:9][N:10]([CH2:15][CH2:16][N:17]2[CH2:24][CH:23]3[O:25][CH:19]([CH2:20][N:21]([CH2:34][C:30]4[CH:29]=[N:28][CH:33]=[CH:32][CH:31]=4)[CH2:22]3)[CH2:18]2)[S:11]([CH3:14])(=[O:13])=[O:12])=[CH:26][CH:27]=1)#[N:2]. The yield is 0.680. The catalyst is C(Cl)Cl. (7) The reactants are [CH3:1][C:2]1[C:6]([CH3:7])=[C:5]([NH:8][C:9](=[O:16])OCC(Cl)(Cl)Cl)[O:4][N:3]=1.[C:17]1([C:23]2[O:27][C:26]([CH:28]3[CH2:33][CH2:32][NH:31][CH2:30][CH2:29]3)=[N:25][N:24]=2)[CH:22]=[CH:21][CH:20]=[CH:19][CH:18]=1.C(N(C(C)C)CC)(C)C.CS(C)=O. The product is [CH3:1][C:2]1[C:6]([CH3:7])=[C:5]([NH:8][C:9]([N:31]2[CH2:30][CH2:29][CH:28]([C:26]3[O:27][C:23]([C:17]4[CH:22]=[CH:21][CH:20]=[CH:19][CH:18]=4)=[N:24][N:25]=3)[CH2:33][CH2:32]2)=[O:16])[O:4][N:3]=1. The catalyst is O. The yield is 0.379. (8) The reactants are Br[C:2]1[CH:3]=[C:4]([C:9]2([C:19]3[CH:24]=[CH:23][C:22]([O:25][C:26]([F:29])([F:28])[F:27])=[CH:21][CH:20]=3)[C:13]3=[N:14][CH2:15][CH2:16][CH2:17][N:12]3[C:11]([NH2:18])=[N:10]2)[CH:5]=[CH:6][C:7]=1[F:8].[F:30][C:31]1[CH:32]=[N:33][CH:34]=C([Sn](CCCC)(CCCC)CCCC)[CH:36]=1.C[N:51](C=O)C. The catalyst is Cl[Pd](Cl)([P](C1C=CC=CC=1)(C1C=CC=CC=1)C1C=CC=CC=1)[P](C1C=CC=CC=1)(C1C=CC=CC=1)C1C=CC=CC=1. The product is [F:8][C:7]1[CH:6]=[CH:5][C:4]([C:9]2([C:19]3[CH:24]=[CH:23][C:22]([O:25][C:26]([F:29])([F:28])[F:27])=[CH:21][CH:20]=3)[C:13]3=[N:14][CH2:15][CH2:16][CH2:17][N:12]3[C:11]([NH2:18])=[N:10]2)=[CH:3][C:2]=1[N:33]1[CH:32]=[C:31]([F:30])[CH:36]=[N:51][CH2:34]1. The yield is 0.560.